This data is from Reaction yield outcomes from USPTO patents with 853,638 reactions. The task is: Predict the reaction yield, written as a fraction of the theoretical maximum amount of product (1.0 means a 100% yield; for example, 0.34 means a 34% yield). (1) The reactants are O=C1CCC(=O)N1O[C:9]([NH:11][C:12]1[CH:28]=[CH:27][C:15]([O:16][CH2:17][CH2:18][NH:19]C(=O)OC(C)(C)C)=[C:14]([C:29]2[N:33]([CH3:34])[N:32]=[CH:31][CH:30]=2)[CH:13]=1)=[O:10].CN(C)C=O.[CH2:40]1[C:49]2[C:44](=[CH:45][CH:46]=[CH:47][CH:48]=2)[CH2:43][CH2:42][NH:41]1.Cl.CCOCC. The catalyst is Cl. The product is [NH2:19][CH2:18][CH2:17][O:16][C:15]1[CH:27]=[CH:28][C:12]([NH:11][C:9]([N:41]2[CH2:42][CH2:43][C:44]3[C:49](=[CH:48][CH:47]=[CH:46][CH:45]=3)[CH2:40]2)=[O:10])=[CH:13][C:14]=1[C:29]1[N:33]([CH3:34])[N:32]=[CH:31][CH:30]=1. The yield is 0.429. (2) The reactants are [OH:1][CH2:2][C:3]([CH3:15])([CH3:14])[C:4]([O:6][CH2:7][C:8]1[CH:13]=[CH:12][CH:11]=[CH:10][CH:9]=1)=[O:5].[H-].[Na+].[N+:18]([C:21]1[CH:28]=[CH:27][CH:26]=[C:25]([N+]([O-])=O)[C:22]=1[C:23]#[N:24])([O-:20])=[O:19]. The catalyst is C1COCC1. The product is [C:23]([C:22]1[C:21]([N+:18]([O-:20])=[O:19])=[CH:28][CH:27]=[CH:26][C:25]=1[O:1][CH2:2][C:3]([CH3:15])([CH3:14])[C:4]([O:6][CH2:7][C:8]1[CH:13]=[CH:12][CH:11]=[CH:10][CH:9]=1)=[O:5])#[N:24]. The yield is 0.870. (3) The reactants are [OH-].[Na+].BrBr.[CH2:5]([O:12][C:13]1[CH:32]=[CH:31][C:16]([CH2:17][C@H:18]([NH:23][C:24](=[O:30])[O:25][C:26]([CH3:29])([CH3:28])[CH3:27])[C@H:19](O)[CH2:20][OH:21])=[CH:15][C:14]=1[F:33])[C:6]1[CH:11]=[CH:10][CH:9]=[CH:8][CH:7]=1. The catalyst is O. The product is [CH2:5]([O:12][C:13]1[CH:32]=[CH:31][C:16]([CH2:17][C@H:18]([NH:23][C:24](=[O:30])[O:25][C:26]([CH3:27])([CH3:29])[CH3:28])[C@H:19]2[CH2:20][O:21]2)=[CH:15][C:14]=1[F:33])[C:6]1[CH:7]=[CH:8][CH:9]=[CH:10][CH:11]=1. The yield is 0.980. (4) The reactants are [Mn]([O-])(=O)(=O)=O.[K+].[I:7][C:8]1[CH:9]=[C:10]([N:17]2[CH2:22][CH2:21][O:20][CH2:19][CH2:18]2)[CH:11]=[C:12]([N+:14]([O-:16])=[O:15])[CH:13]=1.O.S([O-])([O-])=[O:25].[Na+].[Na+]. The catalyst is [Cl-].C([N+](CC)(CC)CC)C1C=CC=CC=1.C(Cl)Cl. The product is [I:7][C:8]1[CH:9]=[C:10]([N:17]2[CH2:22][CH2:21][O:20][CH2:19][C:18]2=[O:25])[CH:11]=[C:12]([N+:14]([O-:16])=[O:15])[CH:13]=1. The yield is 0.134. (5) The reactants are [Cl:1][C:2]1[N:7]=[C:6](Cl)[CH:5]=[C:4]([C:9]2[CH:14]=[CH:13][CH:12]=[CH:11][CH:10]=2)[N:3]=1.[C:15]([NH2:19])([CH3:18])([CH3:17])[CH3:16]. No catalyst specified. The product is [C:15]([NH:19][C:6]1[CH:5]=[C:4]([C:9]2[CH:14]=[CH:13][CH:12]=[CH:11][CH:10]=2)[N:3]=[C:2]([Cl:1])[N:7]=1)([CH3:18])([CH3:17])[CH3:16]. The yield is 0.580. (6) The reactants are [F:1][C:2]([F:12])([F:11])[C:3]1[C:4]([CH:9]=O)=[N:5][CH:6]=[CH:7][CH:8]=1.[CH3:13][C:14]([S@@:17]([NH2:19])=[O:18])([CH3:16])[CH3:15]. The catalyst is S([O-])([O-])(=O)=O.[Cu+2].C(Cl)Cl. The product is [CH3:13][C:14]([S@@:17](/[N:19]=[CH:9]/[C:4]1[C:3]([C:2]([F:12])([F:11])[F:1])=[CH:8][CH:7]=[CH:6][N:5]=1)=[O:18])([CH3:16])[CH3:15]. The yield is 0.850.